Task: Predict the reactants needed to synthesize the given product.. Dataset: Full USPTO retrosynthesis dataset with 1.9M reactions from patents (1976-2016) (1) Given the product [CH3:1][Si:2]([CH3:11])([CH3:10])[O:3][C:4]1[CH:9]2[CH2:8][CH2:7][CH:6]([CH:5]=1)[C:13]([C:12]([O:16][CH2:17][CH3:18])=[O:15])=[CH:14]2, predict the reactants needed to synthesize it. The reactants are: [CH3:1][Si:2]([CH3:11])([CH3:10])[O:3][C:4]1[CH:9]=[CH:8][CH2:7][CH2:6][CH:5]=1.[C:12]([O:16][CH2:17][CH3:18])(=[O:15])[C:13]#[CH:14].[Cl-].C([Al+]CC)C. (2) Given the product [Br:16][CH2:6][CH2:5][CH:4]([NH:8][C:9]([NH:11][CH:12]([CH3:14])[CH3:13])=[O:10])[CH:1]1[CH2:3][CH2:2]1, predict the reactants needed to synthesize it. The reactants are: [CH:1]1([CH:4]([NH:8][C:9]([NH:11][CH:12]([CH3:14])[CH3:13])=[O:10])[CH2:5][CH2:6]O)[CH2:3][CH2:2]1.C(Br)(Br)(Br)[Br:16].C1C=CC(P(C2C=CC=CC=2)C2C=CC=CC=2)=CC=1. (3) The reactants are: Cl[C:2]1[N:7]=[C:6]2[N:8]([CH3:12])[N:9]=[C:10]([CH3:11])[C:5]2=[CH:4][C:3]=1[C:13]#[N:14].[CH:15]([Sn](CCCC)(CCCC)CCCC)=[CH2:16].C1(P(C2C=CC=CC=2)C2C=CC=CC=2)C=CC=CC=1.[F-].[K+]. Given the product [CH3:12][N:8]1[C:6]2=[N:7][C:2]([CH:15]=[CH2:16])=[C:3]([C:13]#[N:14])[CH:4]=[C:5]2[C:10]([CH3:11])=[N:9]1, predict the reactants needed to synthesize it. (4) Given the product [O:20]1[CH2:2][CH2:7][CH:6]([CH2:5][C:8]2[O:9][C:10]3[CH:16]=[CH:15][CH:14]=[CH:13][C:11]=3[N:12]=2)[CH2:22][CH2:21]1, predict the reactants needed to synthesize it. The reactants are: F[C:2]1[CH:7]=[CH:6][C:5]([C:8]2[O:9][C:10]3[CH:16]=[CH:15][CH:14]=[CH:13][C:11]=3[N:12]=2)=CC=1[N+]([O-])=O.[O:20]1CCC(CN)[CH2:22][CH2:21]1.C(N(CC)CC)C.[H][H]. (5) Given the product [F:7][C:8]1[CH:9]=[C:10]([C:14]2([C:15]#[N:16])[CH2:22][CH2:21][O:20][CH2:19][CH2:18]2)[CH:11]=[CH:12][CH:13]=1, predict the reactants needed to synthesize it. The reactants are: CC(C)([O-])C.[K+].[F:7][C:8]1[CH:9]=[C:10]([CH2:14][C:15]#[N:16])[CH:11]=[CH:12][CH:13]=1.Cl[CH2:18][CH2:19][O:20][CH2:21][CH2:22]Cl. (6) Given the product [C:1]([C:4]1[CH:5]=[C:6]([N:10]([CH3:16])[C:11](=[O:13])[CH3:12])[CH:7]=[CH:8][CH:9]=1)(=[O:3])[CH3:2], predict the reactants needed to synthesize it. The reactants are: [C:1]([C:4]1[CH:5]=[C:6]([NH:10][C:11](=[O:13])[CH3:12])[CH:7]=[CH:8][CH:9]=1)(=[O:3])[CH3:2].[OH-].[Na+].[C:16]1(C)C=CC=CC=1.C1(C)C=CC(S(OC)(=O)=O)=CC=1. (7) Given the product [Cl:1][C:2]1[CH:17]=[CH:16][C:5]2[N:6]=[C:7]([N:9]3[CH2:10][CH2:11][CH:12]([NH:15][CH:19]([CH3:21])[CH3:18])[CH2:13][CH2:14]3)[S:8][C:4]=2[CH:3]=1, predict the reactants needed to synthesize it. The reactants are: [Cl:1][C:2]1[CH:17]=[CH:16][C:5]2[N:6]=[C:7]([N:9]3[CH2:14][CH2:13][CH:12]([NH2:15])[CH2:11][CH2:10]3)[S:8][C:4]=2[CH:3]=1.[CH3:18][C:19]([CH3:21])=O.C(O)(=O)C.